Dataset: Reaction yield outcomes from USPTO patents with 853,638 reactions. Task: Predict the reaction yield, written as a fraction of the theoretical maximum amount of product (1.0 means a 100% yield; for example, 0.34 means a 34% yield). (1) The reactants are Cl[CH2:2][C:3]([NH:5][C:6]([CH3:19])([CH2:12][C:13]1[CH:18]=[CH:17][CH:16]=[CH:15][CH:14]=1)[C:7](OCC)=[O:8])=[O:4].O.[NH3:21]. The catalyst is [Br-].C([N+](CCCC)(CCCC)CCCC)CCC.C1(C)C=CC=CC=1. The product is [CH2:12]([C:6]1([CH3:19])[NH:5][C:3](=[O:4])[CH2:2][NH:21][C:7]1=[O:8])[C:13]1[CH:18]=[CH:17][CH:16]=[CH:15][CH:14]=1. The yield is 0.893. (2) The reactants are [CH2:1]([O:3][C:4]([C:6]1[N:7]([CH2:12][CH3:13])[CH:8]=[C:9](I)[CH:10]=1)=[O:5])[CH3:2].CCN(CC)CC.[C:21]([C:23]1[CH:28]=[CH:27][CH:26]=[C:25]([O:29][CH3:30])[CH:24]=1)#[CH:22]. The catalyst is C(#N)C.[Cu]I. The product is [CH2:1]([O:3][C:4]([C:6]1[N:7]([CH2:12][CH3:13])[CH:8]=[C:9]([C:22]#[C:21][C:23]2[CH:28]=[CH:27][CH:26]=[C:25]([O:29][CH3:30])[CH:24]=2)[CH:10]=1)=[O:5])[CH3:2]. The yield is 0.840. (3) The reactants are Cl[CH2:2][CH2:3][CH2:4][N:5]1[C:10]2[CH:11]=[CH:12][CH:13]=[C:14]([CH:15]([CH3:17])[CH3:16])[C:9]=2[O:8][CH2:7][C:6]1=[O:18].C([O-])([O-])=O.[K+].[K+].[Na+].[I-].[CH2:27]([CH:31]1[CH2:36][CH2:35][NH:34][CH2:33][CH2:32]1)[CH2:28][CH2:29][CH3:30]. The catalyst is C(Cl)Cl.CO. The product is [CH2:27]([CH:31]1[CH2:36][CH2:35][N:34]([CH2:2][CH2:3][CH2:4][N:5]2[C:10]3[CH:11]=[CH:12][CH:13]=[C:14]([CH:15]([CH3:17])[CH3:16])[C:9]=3[O:8][CH2:7][C:6]2=[O:18])[CH2:33][CH2:32]1)[CH2:28][CH2:29][CH3:30]. The yield is 0.390. (4) The reactants are Cl.[N:2]1([C:8]2[N:13]=[CH:12][C:11]([NH:14][C:15]([C:17]3[O:21][C:20]([NH:22][C:23]4[CH:24]=[C:25]([CH:33]=[CH:34][CH:35]=4)[C:26]([O:28]C(C)(C)C)=[O:27])=[N:19][N:18]=3)=[O:16])=[CH:10][CH:9]=2)[CH2:7][CH2:6][O:5][CH2:4][CH2:3]1. The catalyst is O1CCOCC1. The yield is 0.990. The product is [N:2]1([C:8]2[N:13]=[CH:12][C:11]([NH:14][C:15]([C:17]3[O:21][C:20]([NH:22][C:23]4[CH:24]=[C:25]([CH:33]=[CH:34][CH:35]=4)[C:26]([OH:28])=[O:27])=[N:19][N:18]=3)=[O:16])=[CH:10][CH:9]=2)[CH2:7][CH2:6][O:5][CH2:4][CH2:3]1. (5) The reactants are [CH3:1][O:2][CH2:3][N:4]1[C:12]2[C:7](=[CH:8][CH:9]=[CH:10][C:11]=2[N:13]([CH2:22][O:23][CH3:24])[S:14]([C:17]2[S:18][CH:19]=[CH:20][CH:21]=2)(=[O:16])=[O:15])[CH:6]=[C:5]1[C:25]([NH2:27])=[O:26].C(OC(C)C)(C)C. The catalyst is COC(OC)N(C)C. The product is [CH3:3][N:4](/[CH:12]=[N:27]/[C:25]([C:5]1[N:4]([CH2:3][O:2][CH3:1])[C:12]2[C:7]([CH:6]=1)=[CH:8][CH:9]=[CH:10][C:11]=2[N:13]([CH2:22][O:23][CH3:24])[S:14]([C:17]1[S:18][CH:19]=[CH:20][CH:21]=1)(=[O:16])=[O:15])=[O:26])[CH3:5]. The yield is 0.930. (6) The reactants are C([Si]([C:8]1[C:13]([F:14])=[C:12]([C:15]2[C:23]3[C:18](=[N:19][CH:20]=[CH:21][CH:22]=3)[NH:17][N:16]=2)[N:11]=[C:10]([N:24]2[CH2:29][CH2:28][NH:27][C@H:26]([C@:30]([CH3:39])([O:34][Si](C)(C)C)[CH:31]([CH3:33])[CH3:32])[CH2:25]2)[C:9]=1[F:40])(C)C)(C)(C)C.CCCC[N+](CCCC)(CCCC)CCCC.[F-]. The catalyst is C1COCC1.CCOC(C)=O. The product is [F:40][C:9]1[C:10]([N:24]2[CH2:29][CH2:28][NH:27][C@H:26]([C@:30]([OH:34])([CH:31]([CH3:32])[CH3:33])[CH3:39])[CH2:25]2)=[N:11][C:12]([C:15]2[C:23]3[C:18](=[N:19][CH:20]=[CH:21][CH:22]=3)[NH:17][N:16]=2)=[C:13]([F:14])[CH:8]=1. The yield is 0.840.